This data is from Peptide-MHC class II binding affinity with 134,281 pairs from IEDB. The task is: Regression. Given a peptide amino acid sequence and an MHC pseudo amino acid sequence, predict their binding affinity value. This is MHC class II binding data. (1) The peptide sequence is FDISKISGEWYSIFL. The MHC is DRB1_0802 with pseudo-sequence DRB1_0802. The binding affinity (normalized) is 0.227. (2) The peptide sequence is GELQIVDRIDAAFKI. The MHC is DRB1_1501 with pseudo-sequence DRB1_1501. The binding affinity (normalized) is 0.716. (3) The peptide sequence is QNRMKLADCAVGFGS. The MHC is HLA-DQA10102-DQB10602 with pseudo-sequence HLA-DQA10102-DQB10602. The binding affinity (normalized) is 0.466.